This data is from Forward reaction prediction with 1.9M reactions from USPTO patents (1976-2016). The task is: Predict the product of the given reaction. (1) Given the reactants [NH2:1][C:2]1[N:6]([CH3:7])[NH:5][C:4](=[O:8])[CH:3]=1.[CH2:9](Cl)[C:10]1[CH:15]=[CH:14][CH:13]=[CH:12][CH:11]=1.C([O-])([O-])=O.[K+].[K+].CCOC(C)=O, predict the reaction product. The product is: [CH2:9]([O:8][C:4]1[CH:3]=[C:2]([NH2:1])[N:6]([CH3:7])[N:5]=1)[C:10]1[CH:15]=[CH:14][CH:13]=[CH:12][CH:11]=1. (2) Given the reactants Br[C:2]1[C:10]2[N:9]3[CH2:11][CH2:12][NH:13][C:14](=[O:15])[C:8]3=[C:7]([CH3:16])[C:6]=2[CH:5]=[C:4]([F:17])[CH:3]=1.[CH3:18][N:19]([CH3:29])[C:20]1[N:25]=[CH:24][C:23](B(O)O)=[CH:22][CH:21]=1, predict the reaction product. The product is: [CH3:18][N:19]([CH3:29])[C:20]1[N:25]=[CH:24][C:23]([C:2]2[C:10]3[N:9]4[CH2:11][CH2:12][NH:13][C:14](=[O:15])[C:8]4=[C:7]([CH3:16])[C:6]=3[CH:5]=[C:4]([F:17])[CH:3]=2)=[CH:22][CH:21]=1. (3) Given the reactants Br[C:2]1[N:3]=[C:4]([O:9][CH3:10])[C:5]([NH2:8])=[N:6][CH:7]=1.C(N(CC)CC)C.[C]=[O:19].CO.C1[CH2:26][O:25][CH2:24]C1, predict the reaction product. The product is: [NH2:8][C:5]1[N:6]=[CH:7][C:2]([C:24]([O:25][CH3:26])=[O:19])=[N:3][C:4]=1[O:9][CH3:10]. (4) Given the reactants C(OC([N:8]1[CH2:13][CH2:12][N:11]([C:14]([N:16]2[CH2:21][CH2:20][CH2:19][CH2:18][C@H:17]2[C:22](=[O:33])[NH:23][C:24]2[CH:28]=[C:27]([C:29]([CH3:32])([CH3:31])[CH3:30])[O:26][N:25]=2)=[O:15])[CH2:10][CH2:9]1)=O)(C)(C)C.Cl.O1CCOCC1.C([O-])(O)=O.[Na+], predict the reaction product. The product is: [C:29]([C:27]1[O:26][N:25]=[C:24]([NH:23][C:22]([C@@H:17]2[CH2:18][CH2:19][CH2:20][CH2:21][N:16]2[C:14]([N:11]2[CH2:12][CH2:13][NH:8][CH2:9][CH2:10]2)=[O:15])=[O:33])[CH:28]=1)([CH3:32])([CH3:30])[CH3:31]. (5) Given the reactants [O:1]([C:8]1[CH:13]=[CH:12][C:11]([S:14]([C:17]2([C:33](=[O:42])[NH:34][O:35][CH:36]3[CH2:41][CH2:40][CH2:39][CH2:38][O:37]3)[CH2:22][CH2:21][N:20](C(OCC3C=CC=CC=3)=O)[CH2:19][CH2:18]2)(=[O:16])=[O:15])=[CH:10][CH:9]=1)[C:2]1[CH:7]=[CH:6][CH:5]=[CH:4][CH:3]=1, predict the reaction product. The product is: [O:1]([C:8]1[CH:9]=[CH:10][C:11]([S:14]([C:17]2([C:33](=[O:42])[NH:34][O:35][CH:36]3[CH2:41][CH2:40][CH2:39][CH2:38][O:37]3)[CH2:22][CH2:21][NH:20][CH2:19][CH2:18]2)(=[O:15])=[O:16])=[CH:12][CH:13]=1)[C:2]1[CH:3]=[CH:4][CH:5]=[CH:6][CH:7]=1. (6) Given the reactants [CH3:1][N:2]1[C:10]2[CH:9]=[CH:8][C:7]([C:11]([O:13][CH3:14])=[O:12])=[CH:6][C:5]=2[C:4]2[CH2:15][NH:16][CH2:17][CH2:18][C:3]1=2.C(N(CC)CC)C.[O:26]1[CH2:31][CH2:30][C:29](=O)[CH2:28][CH2:27]1.C([BH3-])#N.[Na+], predict the reaction product. The product is: [CH3:1][N:2]1[C:10]2[CH:9]=[CH:8][C:7]([C:11]([O:13][CH3:14])=[O:12])=[CH:6][C:5]=2[C:4]2[CH2:15][N:16]([CH:29]3[CH2:30][CH2:31][O:26][CH2:27][CH2:28]3)[CH2:17][CH2:18][C:3]1=2.